Dataset: Reaction yield outcomes from USPTO patents with 853,638 reactions. Task: Predict the reaction yield, written as a fraction of the theoretical maximum amount of product (1.0 means a 100% yield; for example, 0.34 means a 34% yield). The catalyst is C(Cl)Cl. The product is [C:1]12([C:11](=[O:20])[CH2:12][S:13]([C:14]3[N:15]([CH3:19])[CH:16]=[CH:17][N:18]=3)=[O:29])[CH2:8][CH:7]3[CH2:9][CH:3]([CH2:4][CH:5]([CH2:6]3)[CH2:10]1)[CH2:2]2. The yield is 0.900. The reactants are [C:1]12([C:11](=[O:20])[CH2:12][S:13][C:14]3[N:15]([CH3:19])[CH:16]=[CH:17][N:18]=3)[CH2:10][CH:5]3[CH2:6][CH:7]([CH2:9][CH:3]([CH2:4]3)[CH2:2]1)[CH2:8]2.C1C=C(Cl)C=C(C(OO)=[O:29])C=1.